This data is from Forward reaction prediction with 1.9M reactions from USPTO patents (1976-2016). The task is: Predict the product of the given reaction. (1) Given the reactants [C:1]([N:4]1[C:13]2[C:8](=[CH:9][C:10]([C:14]3[CH:24]=[CH:23][C:17]([C:18]([O:20][CH2:21][CH3:22])=[O:19])=[CH:16][CH:15]=3)=[CH:11][CH:12]=2)[C@H:7]([NH2:25])[CH2:6][C@@H:5]1[CH3:26])(=[O:3])[CH3:2].Br[C:28]1[CH:33]=[CH:32][C:31]([Cl:34])=[CH:30][CH:29]=1.C1(P(C2CCCCC2)C2C=CC=CC=2C2C=CC=CC=2N(C)C)CCCCC1.CC(C)([O-])C.[Na+], predict the reaction product. The product is: [C:1]([N:4]1[C:13]2[C:8](=[CH:9][C:10]([C:14]3[CH:24]=[CH:23][C:17]([C:18]([O:20][CH2:21][CH3:22])=[O:19])=[CH:16][CH:15]=3)=[CH:11][CH:12]=2)[C@H:7]([NH:25][C:28]2[CH:33]=[CH:32][C:31]([Cl:34])=[CH:30][CH:29]=2)[CH2:6][C@@H:5]1[CH3:26])(=[O:3])[CH3:2]. (2) The product is: [F:21][C:22]1[CH:30]=[CH:29][CH:28]=[CH:27][C:23]=1[CH2:24][CH2:25][NH:26][CH2:1][C:3]1[CH:18]=[CH:17][C:6]([O:7][C:8]2[CH:16]=[CH:15][C:11]([C:12]([NH2:14])=[O:13])=[CH:10][N:9]=2)=[C:5]([O:19][CH3:20])[CH:4]=1. Given the reactants [CH:1]([C:3]1[CH:18]=[CH:17][C:6]([O:7][C:8]2[CH:16]=[CH:15][C:11]([C:12]([NH2:14])=[O:13])=[CH:10][N:9]=2)=[C:5]([O:19][CH3:20])[CH:4]=1)=O.[F:21][C:22]1[CH:30]=[CH:29][CH:28]=[CH:27][C:23]=1[CH2:24][CH2:25][NH2:26], predict the reaction product.